Predict the product of the given reaction. From a dataset of Forward reaction prediction with 1.9M reactions from USPTO patents (1976-2016). (1) Given the reactants [F:1][C:2]1([CH2:6][N:7]2[CH2:12][CH2:11][CH:10]([CH2:13][O:14][C:15]3[CH:20]=[CH:19][C:18]([C:21]4[CH:26]=[CH:25][C:24]([C:27]([O:29]C)=[O:28])=[CH:23][CH:22]=4)=[CH:17][CH:16]=3)[CH2:9][CH2:8]2)[CH2:5][CH2:4][CH2:3]1.O[Li].O, predict the reaction product. The product is: [F:1][C:2]1([CH2:6][N:7]2[CH2:12][CH2:11][CH:10]([CH2:13][O:14][C:15]3[CH:20]=[CH:19][C:18]([C:21]4[CH:26]=[CH:25][C:24]([C:27]([OH:29])=[O:28])=[CH:23][CH:22]=4)=[CH:17][CH:16]=3)[CH2:9][CH2:8]2)[CH2:3][CH2:4][CH2:5]1. (2) Given the reactants [Cl:1][C:2]1[CH:3]=[CH:4][C:5](=[O:38])[N:6]([C:8]2[N:16]=[C:15](Cl)[N:14]=[C:13]3[C:9]=2[N:10]([CH2:30][C@H:31]2[CH2:36][CH2:35][C@H:34]([CH3:37])[CH2:33][CH2:32]2)[C:11]([N:18]2[CH2:23][CH2:22][O:21][CH2:20][C@H:19]2[C:24]2[CH:29]=[CH:28][CH:27]=[CH:26][CH:25]=2)=[N:12]3)[CH:7]=1.C[C:40]([N:42](C)C)=O, predict the reaction product. The product is: [Cl:1][C:2]1[CH:3]=[CH:4][C:5](=[O:38])[N:6]([C:8]2[N:16]=[C:15]([C:40]#[N:42])[N:14]=[C:13]3[C:9]=2[N:10]([CH2:30][C@H:31]2[CH2:36][CH2:35][C@H:34]([CH3:37])[CH2:33][CH2:32]2)[C:11]([N:18]2[CH2:23][CH2:22][O:21][CH2:20][C@H:19]2[C:24]2[CH:29]=[CH:28][CH:27]=[CH:26][CH:25]=2)=[N:12]3)[CH:7]=1. (3) Given the reactants CC1(C)[O:7][C:6](=[O:8])[C:5]([CH2:19][C:20]2[CH:25]=[CH:24][C:23]([N+:26]([O-:28])=[O:27])=[CH:22][CH:21]=2)([CH2:9][C:10]2[CH:15]=[CH:14][C:13]([N+:16]([O-:18])=[O:17])=[CH:12][CH:11]=2)[C:4](=[O:29])[O:3]1.C1COCC1.[Li+].[OH-], predict the reaction product. The product is: [N+:16]([C:13]1[CH:12]=[CH:11][C:10]([CH2:9][C:5]([CH2:19][C:20]2[CH:25]=[CH:24][C:23]([N+:26]([O-:28])=[O:27])=[CH:22][CH:21]=2)([C:4]([OH:29])=[O:3])[C:6]([OH:8])=[O:7])=[CH:15][CH:14]=1)([O-:18])=[O:17]. (4) Given the reactants Br[C:2]1[C:6]2[N:7]=[CH:8][N:9]=[C:10]([NH:11][C@@H:12]3[C:20]4[C:15](=[CH:16][CH:17]=[CH:18][CH:19]=4)[CH2:14][CH2:13]3)[C:5]=2[S:4][CH:3]=1.[CH2:21]([O:28][CH2:29][C@@H:30]1[CH:34]=[CH:33][CH2:32][C@H:31]1[OH:35])[C:22]1[CH:27]=[CH:26][CH:25]=[CH:24][CH:23]=1.CCN(C(C)C)C(C)C, predict the reaction product. The product is: [CH2:21]([O:28][CH2:29][C:30]1[C@H:31]([OH:35])[CH2:32][C@H:33]([C:2]2[C:6]3[N:7]=[CH:8][N:9]=[C:10]([NH:11][C@@H:12]4[C:20]5[C:15](=[CH:16][CH:17]=[CH:18][CH:19]=5)[CH2:14][CH2:13]4)[C:5]=3[S:4][CH:3]=2)[CH:34]=1)[C:22]1[CH:27]=[CH:26][CH:25]=[CH:24][CH:23]=1.